This data is from NCI-60 drug combinations with 297,098 pairs across 59 cell lines. The task is: Regression. Given two drug SMILES strings and cell line genomic features, predict the synergy score measuring deviation from expected non-interaction effect. (1) Drug 1: CC1=C(C(=O)C2=C(C1=O)N3CC4C(C3(C2COC(=O)N)OC)N4)N. Drug 2: CC1CCCC2(C(O2)CC(NC(=O)CC(C(C(=O)C(C1O)C)(C)C)O)C(=CC3=CSC(=N3)C)C)C. Cell line: SF-539. Synergy scores: CSS=56.9, Synergy_ZIP=-3.18, Synergy_Bliss=-3.29, Synergy_Loewe=-10.1, Synergy_HSA=-3.23. (2) Drug 1: CN(C)C1=NC(=NC(=N1)N(C)C)N(C)C. Drug 2: CCCCC(=O)OCC(=O)C1(CC(C2=C(C1)C(=C3C(=C2O)C(=O)C4=C(C3=O)C=CC=C4OC)O)OC5CC(C(C(O5)C)O)NC(=O)C(F)(F)F)O. Cell line: 786-0. Synergy scores: CSS=-3.59, Synergy_ZIP=0.0659, Synergy_Bliss=-2.89, Synergy_Loewe=-11.3, Synergy_HSA=-5.64.